This data is from Forward reaction prediction with 1.9M reactions from USPTO patents (1976-2016). The task is: Predict the product of the given reaction. (1) Given the reactants S(C)C.[CH:4]1([N:9]2[C:18]3[N:17]=[C:16]([NH:19][C:20]4[CH:36]=[CH:35][C:23]([C:24]([NH:26][CH2:27][C:28]([CH3:34])([CH3:33])[CH2:29][N:30]([CH3:32])[CH3:31])=O)=[CH:22][C:21]=4[O:37][CH3:38])[N:15]=[CH:14][C:13]=3[N:12]([CH3:39])[C:11](=O)[C@H:10]2[CH2:41][CH3:42])[CH2:8][CH2:7][CH2:6][CH2:5]1.Cl.CO, predict the reaction product. The product is: [CH:4]1([N:9]2[C:18]3[N:17]=[C:16]([NH:19][C:20]4[CH:36]=[CH:35][C:23]([CH2:24][NH:26][CH2:27][C:28]([CH3:34])([CH3:33])[CH2:29][N:30]([CH3:32])[CH3:31])=[CH:22][C:21]=4[O:37][CH3:38])[N:15]=[CH:14][C:13]=3[N:12]([CH3:39])[CH2:11][C@H:10]2[CH2:41][CH3:42])[CH2:5][CH2:6][CH2:7][CH2:8]1. (2) Given the reactants [CH:1]1([C@@H:7]([NH:9][C:10]([C:12]2[C:21]3[C:16](=[CH:17][CH:18]=[CH:19][CH:20]=3)[N:15]=[C:14]([C:22]3[S:23][CH:24]=[CH:25][CH:26]=3)[C:13]=2[CH2:27][N:28]2[CH2:33][CH2:32][NH:31][CH2:30][CH2:29]2)=[O:11])[CH3:8])[CH2:6][CH2:5][CH2:4][CH2:3][CH2:2]1.[F:34][C:35]([F:42])([F:41])[CH:36]([OH:40])[C:37](O)=[O:38], predict the reaction product. The product is: [CH:1]1([C@@H:7]([NH:9][C:10]([C:12]2[C:21]3[C:16](=[CH:17][CH:18]=[CH:19][CH:20]=3)[N:15]=[C:14]([C:22]3[S:23][CH:24]=[CH:25][CH:26]=3)[C:13]=2[CH2:27][N:28]2[CH2:29][CH2:30][N:31]([C:37](=[O:38])[CH:36]([OH:40])[C:35]([F:42])([F:41])[F:34])[CH2:32][CH2:33]2)=[O:11])[CH3:8])[CH2:6][CH2:5][CH2:4][CH2:3][CH2:2]1. (3) Given the reactants [CH2:1]([OH:11])[CH2:2][CH2:3][CH2:4][CH2:5][CH2:6][CH2:7][CH2:8][CH2:9][OH:10].[CH2:12]([CH:22]([CH2:26][CH2:27][CH2:28][CH2:29][CH2:30][CH2:31][CH2:32][CH2:33][CH2:34][CH2:35][CH2:36][CH3:37])[C:23](O)=[O:24])[CH2:13][CH2:14][CH2:15][CH2:16][CH2:17][CH2:18][CH2:19][CH2:20][CH3:21].C1CCC(N=C=NC2CCCCC2)CC1, predict the reaction product. The product is: [CH2:12]([CH:22]([CH2:26][CH2:27][CH2:28][CH2:29][CH2:30][CH2:31][CH2:32][CH2:33][CH2:34][CH2:35][CH2:36][CH3:37])[C:23]([O:11][CH2:1][CH2:2][CH2:3][CH2:4][CH2:5][CH2:6][CH2:7][CH2:8][CH2:9][OH:10])=[O:24])[CH2:13][CH2:14][CH2:15][CH2:16][CH2:17][CH2:18][CH2:19][CH2:20][CH3:21].